Dataset: Forward reaction prediction with 1.9M reactions from USPTO patents (1976-2016). Task: Predict the product of the given reaction. (1) Given the reactants [C:1]([O:5][C:6]([NH:8][C:9]1[S:13][C:12]([C:14]2[C:19]([F:20])=[CH:18][CH:17]=[CH:16][C:15]=2[F:21])=[N:11][C:10]=1[C:22](NC1C=NN(C)C=1N1CCC(OC)(C)C(NC(=O)OC(C)(C)C)CC1)=[O:23])=[O:7])([CH3:4])([CH3:3])[CH3:2].[F:49][C:50]1([F:75])[CH2:56][N:55]([C:57]2[N:58]([CH3:65])[N:59]=[CH:60][C:61]=2[N+:62]([O-])=O)[CH2:54][CH2:53][C:52]([NH:67][C:68](=[O:74])[O:69][C:70]([CH3:73])([CH3:72])[CH3:71])([CH3:66])[CH2:51]1, predict the reaction product. The product is: [C:70]([O:69][C:68]([NH:67][C:52]1([CH3:66])[CH2:53][CH2:54][N:55]([C:57]2[N:58]([CH3:65])[N:59]=[CH:60][C:61]=2[NH:62][C:22]([C:10]2[N:11]=[C:12]([C:14]3[C:15]([F:21])=[CH:16][CH:17]=[CH:18][C:19]=3[F:20])[S:13][C:9]=2[NH:8][C:6](=[O:7])[O:5][C:1]([CH3:4])([CH3:3])[CH3:2])=[O:23])[CH2:56][C:50]([F:75])([F:49])[CH2:51]1)=[O:74])([CH3:73])([CH3:72])[CH3:71]. (2) Given the reactants [Cl:1][C:2]1[CH:10]=[CH:9][C:5]([C:6]([NH2:8])=[O:7])=[CH:4][N:3]=1.C1(N[C:15](=O)[C:16]2[CH:21]=C(F)C(C)=[C:18](B3OC(C)(C)C(C)(C)O3)[CH:17]=2)CC1.C(=O)([O-])O.[Na+], predict the reaction product. The product is: [Cl:1][C:2]1[CH:10]=[CH:9][C:5]([C:6]([NH2:8])=[O:7])=[C:4]([C@H:17]([CH:16]([CH3:21])[CH3:15])[CH3:18])[N:3]=1. (3) Given the reactants Cl.C(OC(=O)[NH:8][CH2:9][CH2:10][CH2:11][CH2:12][C:13]1[N:14]([CH2:35][CH2:36][O:37][C:38]2[CH:43]=[CH:42][CH:41]=[CH:40][CH:39]=2)[C:15]2[C:24]3[CH:23]=[CH:22][C:21]([O:25][CH2:26][C:27]4[CH:32]=[CH:31][CH:30]=[CH:29][CH:28]=4)=[CH:20][C:19]=3[N:18]=[C:17]([NH2:33])[C:16]=2[N:34]=1)(C)(C)C, predict the reaction product. The product is: [NH2:8][CH2:9][CH2:10][CH2:11][CH2:12][C:13]1[N:14]([CH2:35][CH2:36][O:37][C:38]2[CH:39]=[CH:40][CH:41]=[CH:42][CH:43]=2)[C:15]2[C:24]3[CH:23]=[CH:22][C:21]([O:25][CH2:26][C:27]4[CH:32]=[CH:31][CH:30]=[CH:29][CH:28]=4)=[CH:20][C:19]=3[N:18]=[C:17]([NH2:33])[C:16]=2[N:34]=1. (4) Given the reactants [Cl:1][C:2]1[CH:3]=[C:4]([CH2:8][OH:9])[CH:5]=[CH:6][CH:7]=1.Cl[C:11]1[CH:23]=[C:15]2[N:16]([CH3:22])[C:17]([CH3:21])([CH3:20])[CH2:18][CH2:19][N:14]2[C:13](=[O:24])[N:12]=1, predict the reaction product. The product is: [Cl:1][C:2]1[CH:3]=[C:4]([CH:5]=[CH:6][CH:7]=1)[CH2:8][O:9][C:11]1[CH:23]=[C:15]2[N:16]([CH3:22])[C:17]([CH3:21])([CH3:20])[CH2:18][CH2:19][N:14]2[C:13](=[O:24])[N:12]=1. (5) Given the reactants [Si:1]([O:8][C@H:9]1[CH2:13][CH2:12][N:11]([CH2:14][C@@H:15]([N:31]([CH3:42])[C:32](=[O:41])[O:33][CH2:34][C:35]2[CH:40]=[CH:39][CH:38]=[CH:37][CH:36]=2)[C:16]2[CH:21]=[CH:20][CH:19]=[C:18](B3OC(C)(C)C(C)(C)O3)[CH:17]=2)[CH2:10]1)([C:4]([CH3:7])([CH3:6])[CH3:5])([CH3:3])[CH3:2].C(=O)([O-])[O-].[K+].[K+].Br[C:50]1[S:51][CH:52]=[CH:53][N:54]=1, predict the reaction product. The product is: [CH2:34]([O:33][C:32](=[O:41])[N:31]([C@@H:15]([C:16]1[CH:21]=[CH:20][CH:19]=[C:18]([C:50]2[S:51][CH:52]=[CH:53][N:54]=2)[CH:17]=1)[CH2:14][N:11]1[CH2:12][CH2:13][C@H:9]([O:8][Si:1]([C:4]([CH3:5])([CH3:6])[CH3:7])([CH3:2])[CH3:3])[CH2:10]1)[CH3:42])[C:35]1[CH:40]=[CH:39][CH:38]=[CH:37][CH:36]=1. (6) Given the reactants Cl[C:2]1[CH:7]=[C:6]([CH3:8])[N:5]=[C:4]([CH3:9])[N:3]=1.[CH2:10]1[C:19]2[C:14](=[CH:15][CH:16]=[CH:17][CH:18]=2)[CH2:13][CH2:12][NH:11]1, predict the reaction product. The product is: [CH3:9][C:4]1[N:3]=[C:2]([N:11]2[CH2:12][CH2:13][C:14]3[C:19](=[CH:18][CH:17]=[CH:16][CH:15]=3)[CH2:10]2)[CH:7]=[C:6]([CH3:8])[N:5]=1.